Dataset: Catalyst prediction with 721,799 reactions and 888 catalyst types from USPTO. Task: Predict which catalyst facilitates the given reaction. (1) Reactant: [C:1]1([C:7]2([CH:13]=[O:14])[CH2:12][CH2:11][CH2:10][CH2:9][CH2:8]2)[CH:6]=[CH:5][CH:4]=[CH:3][CH:2]=1.[BH4-].[Na+]. Product: [C:1]1([C:7]2([CH2:13][OH:14])[CH2:12][CH2:11][CH2:10][CH2:9][CH2:8]2)[CH:6]=[CH:5][CH:4]=[CH:3][CH:2]=1. The catalyst class is: 5. (2) Reactant: C(OC(=O)[NH:7][CH:8]1[CH2:16][C:15]2[N:14]=[CH:13][CH:12]=[CH:11][C:10]=2[CH2:9]1)(C)(C)C. Product: [N:14]1[C:15]2[CH2:16][CH:8]([NH2:7])[CH2:9][C:10]=2[CH:11]=[CH:12][CH:13]=1. The catalyst class is: 33. (3) Reactant: C([O-])([O-])=O.[Cs+].[Cs+].F[C:8]1[C:25]([F:26])=[C:24]2[C:11]([CH2:12][C:13]3([C@H:22]4[C@H:30]([CH3:31])[O:29][C@H:28]([CH3:32])[CH2:27][N:23]42)[C:18](=[O:19])[NH:17][C:16](=[O:20])[NH:15][C:14]3=[O:21])=[CH:10][C:9]=1/[C:33](=[N:40]/[OH:41])/[C:34]1[CH:39]=[CH:38][CH:37]=[CH:36][CH:35]=1. Product: [F:26][C:25]1[C:8]2[O:41][N:40]=[C:33]([C:34]3[CH:35]=[CH:36][CH:37]=[CH:38][CH:39]=3)[C:9]=2[CH:10]=[C:11]2[C:24]=1[N:23]1[CH2:27][C@@H:28]([CH3:32])[O:29][C@@H:30]([CH3:31])[C@@H:22]1[C:13]1([C:14](=[O:21])[NH:15][C:16](=[O:20])[NH:17][C:18]1=[O:19])[CH2:12]2. The catalyst class is: 3. (4) Reactant: [H-].[H-].[H-].[H-].[Li+].[Al+3].[S:7]1[CH:11]=[CH:10][CH:9]=[C:8]1[C:12]1[N:16]([CH2:17][C:18](O)=[O:19])[C:15](=[S:21])[NH:14][N:13]=1. Product: [OH:19][CH2:18][CH2:17][N:16]1[C:12]([C:8]2[S:7][CH:11]=[CH:10][CH:9]=2)=[N:13][NH:14][C:15]1=[S:21]. The catalyst class is: 1.